Task: Regression/Classification. Given a drug SMILES string, predict its absorption, distribution, metabolism, or excretion properties. Task type varies by dataset: regression for continuous measurements (e.g., permeability, clearance, half-life) or binary classification for categorical outcomes (e.g., BBB penetration, CYP inhibition). Dataset: cyp2c9_veith.. Dataset: CYP2C9 inhibition data for predicting drug metabolism from PubChem BioAssay (1) The compound is COc1c(O)cc2c(c1O)[C@@H]1O[C@@H](CO)[C@@H](O)[C@@H](O)[C@@H]1OC2=O.O. The result is 0 (non-inhibitor). (2) The compound is FC(F)(F)c1cc(CN2CCCC3(CCNCC3)C2)cc(C(F)(F)F)c1. The result is 0 (non-inhibitor). (3) The drug is COC(=O)c1c(C)nc2ccccc2c1C(=O)O. The result is 0 (non-inhibitor). (4) The molecule is O=S(=O)(O)c1ccc(N=Nc2ccc3c(S(=O)(=O)O)cccc3c2O)c2ccccc12. The result is 0 (non-inhibitor). (5) The drug is COc1ccccc1CN1CCCC2(CCN(C(=O)c3cccc(F)c3)CC2)C1. The result is 0 (non-inhibitor). (6) The molecule is CN(C)C[C@@H]1CCC[C@H](CN(C)C)C1=O. The result is 0 (non-inhibitor). (7) The drug is CCOC(=O)c1cncc(C(=O)O)c1. The result is 1 (inhibitor). (8) The molecule is Cc1cccc(NC(=O)CSc2nnnn2C)n1. The result is 0 (non-inhibitor). (9) The molecule is COc1ccccc1CN1CCC2(CC1)CCN(C(=O)c1csnn1)CC2. The result is 0 (non-inhibitor). (10) The result is 0 (non-inhibitor). The compound is CCCCc1cc2ccccc2c(OCCN(C)C)n1.